This data is from Full USPTO retrosynthesis dataset with 1.9M reactions from patents (1976-2016). The task is: Predict the reactants needed to synthesize the given product. (1) Given the product [ClH:1].[CH3:31][NH:30][C:26]1[CH:27]=[C:28]([CH3:29])[C:23]([O:22][CH2:21][CH2:20][CH2:19][N:16]2[CH2:17][CH2:18][N:13]([C:9]3[C:6]4[CH:7]=[CH:8][S:4][C:5]=4[CH:12]=[CH:11][CH:10]=3)[CH2:14][CH2:15]2)=[C:24]([O:33][CH3:34])[CH:25]=1, predict the reactants needed to synthesize it. The reactants are: [ClH:1].[Na].Cl.[S:4]1[CH:8]=[CH:7][C:6]2[C:9]([N:13]3[CH2:18][CH2:17][N:16]([CH2:19][CH2:20][CH2:21][O:22][C:23]4[C:28]([CH3:29])=[CH:27][C:26]([NH:30][CH:31]=O)=[CH:25][C:24]=4[O:33][CH3:34])[CH2:15][CH2:14]3)=[CH:10][CH:11]=[CH:12][C:5]1=2.[H-].[Al+3].[Li+].[H-].[H-].[H-].[OH-].[Na+]. (2) Given the product [CH3:10][O:9][C:8]1[CH:7]=[CH:6][C:5]([N:11]2[CH2:16][CH2:15][NH:14][C@H:13]([CH3:17])[CH2:12]2)=[CH:4][CH:3]=1, predict the reactants needed to synthesize it. The reactants are: CO[C:3]1[CH:4]=[C:5]([N:11]2[CH2:16][CH2:15][NH:14][C@H:13]([CH3:17])[CH2:12]2)[CH:6]=[CH:7][C:8]=1[O:9][CH3:10].BrC1C=CC(OC)=CC=1.